This data is from Catalyst prediction with 721,799 reactions and 888 catalyst types from USPTO. The task is: Predict which catalyst facilitates the given reaction. (1) Reactant: [ClH:1].CC(C)(C)C(O[NH:7][C@@H:8]1[C:14](=[O:15])[NH:13][C:12]2[C:16]([O:20][CH3:21])=[CH:17][CH:18]=[CH:19][C:11]=2[S:10][CH2:9]1)=O. The catalyst class is: 12. Product: [ClH:1].[NH2:7][C@@H:8]1[C:14](=[O:15])[NH:13][C:12]2[C:16]([O:20][CH3:21])=[CH:17][CH:18]=[CH:19][C:11]=2[S:10][CH2:9]1. (2) Reactant: [O:1]1[CH2:4][CH2:3][CH:2]1[CH2:5][N:6]1C(=O)C2C(=CC=CC=2)C1=O.O.NN.[Br:20][C:21]1[CH:25]=[C:24]([C:26]2[O:31][C:30](=[O:32])[C:29]3[CH:33]=[C:34]([Cl:38])[CH:35]=[C:36]([CH3:37])[C:28]=3[N:27]=2)[N:23]([C:39]2[C:44]([Cl:45])=[CH:43][CH:42]=[CH:41][N:40]=2)[N:22]=1. Product: [Br:20][C:21]1[CH:25]=[C:24]([C:26]([NH:27][C:28]2[C:29]([C:30]([NH:6][CH2:5][CH:2]3[CH2:3][CH2:4][O:1]3)=[O:32])=[CH:33][C:34]([Cl:38])=[CH:35][C:36]=2[CH3:37])=[O:31])[N:23]([C:39]2[C:44]([Cl:45])=[CH:43][CH:42]=[CH:41][N:40]=2)[N:22]=1. The catalyst class is: 412. (3) Reactant: [CH:1](=O)[C:2]1[CH:7]=[CH:6][CH:5]=[CH:4][CH:3]=1.[NH2:9][CH:10]1[CH2:15][CH2:14][N:13]([C:16]([O:18][C:19]([CH3:22])([CH3:21])[CH3:20])=[O:17])[CH2:12][CH:11]1[F:23].C([BH3-])#N.[Na+].C(O)(=O)CC(CC(O)=O)(C(O)=O)O. Product: [CH2:1]([NH:9][CH:10]1[CH2:15][CH2:14][N:13]([C:16]([O:18][C:19]([CH3:21])([CH3:20])[CH3:22])=[O:17])[CH2:12][CH:11]1[F:23])[C:2]1[CH:7]=[CH:6][CH:5]=[CH:4][CH:3]=1. The catalyst class is: 212. (4) Reactant: [C:1]([O:4][C@H:5]1[CH2:22][CH2:21][C@@:20]2([CH3:23])[C@@H:7]([CH2:8][CH2:9][C@:10]3([CH3:34])[C@@H:19]2[CH2:18][CH2:17][C@H:16]2[C@@:11]3([CH3:33])[CH2:12][CH2:13][C@@:14]3([C:30]([OH:32])=[O:31])[CH2:26][CH2:25][C@@H:24]([C:27]([CH3:29])=[CH2:28])[C@@H:15]32)[C:6]1([CH3:36])[CH3:35])(=[O:3])[CH3:2].[CH2:37]([Zn]CC)C.ICI. Product: [C:1]([O:4][C@H:5]1[CH2:22][CH2:21][C@@:20]2([CH3:23])[C@@H:7]([CH2:8][CH2:9][C@:10]3([CH3:34])[C@@H:19]2[CH2:18][CH2:17][C@H:16]2[C@@:11]3([CH3:33])[CH2:12][CH2:13][C@@:14]3([C:30]([OH:32])=[O:31])[CH2:26][CH2:25][C@@H:24]([C:27]4([CH3:37])[CH2:29][CH2:28]4)[C@@H:15]32)[C:6]1([CH3:36])[CH3:35])(=[O:3])[CH3:2]. The catalyst class is: 635.